Dataset: Reaction yield outcomes from USPTO patents with 853,638 reactions. Task: Predict the reaction yield, written as a fraction of the theoretical maximum amount of product (1.0 means a 100% yield; for example, 0.34 means a 34% yield). (1) The reactants are [NH2:1][C:2]1[CH:3]=[CH:4][C:5]([O:9][CH:10]2[CH2:15][CH2:14][N:13]([C:16]([O:18][C:19]([CH3:22])([CH3:21])[CH3:20])=[O:17])[CH2:12][CH2:11]2)=[N:6][C:7]=1[NH2:8].[CH2:23]([O:30][C:31]1[CH:38]=[CH:37][C:34]([CH:35]=O)=[CH:33][CH:32]=1)[C:24]1[CH:29]=[CH:28][CH:27]=[CH:26][CH:25]=1.CO.C(OI(C1C=CC=CC=1)OC(=O)C)(=O)C. The catalyst is O. The product is [CH2:23]([O:30][C:31]1[CH:32]=[CH:33][C:34]([C:35]2[NH:8][C:7]3=[N:6][C:5]([O:9][CH:10]4[CH2:15][CH2:14][N:13]([C:16]([O:18][C:19]([CH3:22])([CH3:21])[CH3:20])=[O:17])[CH2:12][CH2:11]4)=[CH:4][CH:3]=[C:2]3[N:1]=2)=[CH:37][CH:38]=1)[C:24]1[CH:25]=[CH:26][CH:27]=[CH:28][CH:29]=1. The yield is 0.520. (2) The reactants are [O:1]1[C:7]2[CH:8]=[C:9]([C:12]([O:14][CH3:15])=[O:13])[CH:10]=[N:11][C:6]=2[CH2:5][NH:4][CH2:3][CH2:2]1.[CH3:16][O:17][C:18]1[CH:23]=[CH:22][C:21]([S:24](Cl)(=[O:26])=[O:25])=[CH:20][CH:19]=1.CCN(CC)CC. The catalyst is CN(C)C1C=CN=CC=1.C(Cl)Cl. The product is [CH3:16][O:17][C:18]1[CH:19]=[CH:20][C:21]([S:24]([N:4]2[CH2:5][C:6]3[N:11]=[CH:10][C:9]([C:12]([O:14][CH3:15])=[O:13])=[CH:8][C:7]=3[O:1][CH2:2][CH2:3]2)(=[O:26])=[O:25])=[CH:22][CH:23]=1. The yield is 0.550.